Dataset: Reaction yield outcomes from USPTO patents with 853,638 reactions. Task: Predict the reaction yield, written as a fraction of the theoretical maximum amount of product (1.0 means a 100% yield; for example, 0.34 means a 34% yield). (1) The reactants are Cl.[C:2]1([CH3:10])[CH:7]=[CH:6][C:5]([NH:8]N)=[CH:4][CH:3]=1.Cl.[CH2:12]([N:14]1[CH2:19][CH2:18][C:17](=O)[CH2:16][CH2:15]1)[CH3:13]. The catalyst is C(O)C. The product is [CH2:12]([N:14]1[CH2:19][CH2:18][C:17]2[NH:8][C:5]3[CH:4]=[CH:3][C:2]([CH3:10])=[CH:7][C:6]=3[C:16]=2[CH2:15]1)[CH3:13]. The yield is 0.710. (2) The reactants are Cl[C:2]1[C:7]([C:8]([F:11])([F:10])[F:9])=[CH:6][CH:5]=[CH:4][N:3]=1.[CH3:12][O:13][C:14]1[CH:19]=[CH:18][C:17](B(O)O)=[CH:16][N:15]=1.C(=O)([O-])[O-].[K+].[K+]. The catalyst is C1(C)C=CC=CC=1.[Pd].C1(P(C2C=CC=CC=2)C2C=CC=CC=2)C=CC=CC=1.C1(P(C2C=CC=CC=2)C2C=CC=CC=2)C=CC=CC=1.C1(P(C2C=CC=CC=2)C2C=CC=CC=2)C=CC=CC=1.C1(P(C2C=CC=CC=2)C2C=CC=CC=2)C=CC=CC=1. The product is [CH3:12][O:13][C:14]1[N:15]=[CH:16][C:17]([C:2]2[C:7]([C:8]([F:11])([F:10])[F:9])=[CH:6][CH:5]=[CH:4][N:3]=2)=[CH:18][CH:19]=1. The yield is 0.950. (3) The reactants are [C:1](=[O:12])(OC(Cl)(Cl)Cl)[O:2][C:3](Cl)(Cl)Cl.[NH2:13][C:14]1C=[CH:18][CH:17]=[CH:16][C:15]=1O.C(N(CC)CC)C. The catalyst is ClCCl.O.C(O)C. The product is [O:2]1[C:3]2[CH:18]=[CH:17][CH:16]=[CH:15][C:14]=2[NH:13][C:1]1=[O:12]. The yield is 0.480. (4) The reactants are Cl[C:2]1[CH:7]=[CH:6][C:5](/[CH:8]=[CH:9]/[C:10]([O:12][CH3:13])=[O:11])=[CH:4][C:3]=1[N+:14]([O-:16])=[O:15].[C:17]1(B(O)O)[CH:22]=[CH:21][CH:20]=[CH:19][CH:18]=1.C(=O)([O-])[O-].[Cs+].[Cs+]. The catalyst is O1CCOCC1. The product is [N+:14]([C:3]1[CH:4]=[C:5](/[CH:8]=[CH:9]/[C:10]([O:12][CH3:13])=[O:11])[CH:6]=[CH:7][C:2]=1[C:17]1[CH:22]=[CH:21][CH:20]=[CH:19][CH:18]=1)([O-:16])=[O:15]. The yield is 0.980. (5) The yield is 0.0940. The catalyst is C(Cl)Cl. The product is [OH:2][C:3]1[CH:4]=[C:5]2[C:10](=[CH:11][CH:12]=1)[N:9]=[C:8]([N:13]1[CH2:18][CH2:17][CH:16]([C:19]([OH:21])=[O:20])[CH2:15][CH2:14]1)[C:7]([C:23]([F:26])([F:25])[F:24])=[CH:6]2. The reactants are C[O:2][C:3]1[CH:4]=[C:5]2[C:10](=[CH:11][CH:12]=1)[N:9]=[C:8]([N:13]1[CH2:18][CH2:17][CH:16]([C:19]([O:21]C)=[O:20])[CH2:15][CH2:14]1)[C:7]([C:23]([F:26])([F:25])[F:24])=[CH:6]2.B(Br)(Br)Br.O.